Task: Predict the reactants needed to synthesize the given product.. Dataset: Full USPTO retrosynthesis dataset with 1.9M reactions from patents (1976-2016) (1) Given the product [F:26][C:21]([F:27])([C:22]([F:25])([F:24])[F:23])[CH2:20][N:4]1[CH2:5][CH2:6][N:1]([C:7]([O:9][C:10]([CH3:13])([CH3:12])[CH3:11])=[O:8])[CH2:2][CH2:3]1, predict the reactants needed to synthesize it. The reactants are: [N:1]1([C:7]([O:9][C:10]([CH3:13])([CH3:12])[CH3:11])=[O:8])[CH2:6][CH2:5][NH:4][CH2:3][CH2:2]1.FC(F)(F)S(O[CH2:20][C:21]([F:27])([F:26])[C:22]([F:25])([F:24])[F:23])(=O)=O.C(N(CC)CC)C. (2) Given the product [Cl:1][C:2]1[C:3]([C:18]2[C:23]([Cl:24])=[CH:22][N:21]=[C:20]([NH2:27])[CH:19]=2)=[N:4][C:5]([NH:8][CH2:9][CH:10]2[CH2:15][CH2:14][O:13][C:12]([CH3:17])([CH3:16])[CH2:11]2)=[CH:6][CH:7]=1, predict the reactants needed to synthesize it. The reactants are: [Cl:1][C:2]1[C:3]([C:18]2[C:23]([Cl:24])=[CH:22][N:21]=[C:20](F)[CH:19]=2)=[N:4][C:5]([NH:8][CH2:9][CH:10]2[CH2:15][CH2:14][O:13][C:12]([CH3:17])([CH3:16])[CH2:11]2)=[CH:6][CH:7]=1.[OH-].[NH4+:27].